From a dataset of Forward reaction prediction with 1.9M reactions from USPTO patents (1976-2016). Predict the product of the given reaction. (1) Given the reactants Cl[C:2]1[CH:10]=[C:9]([NH:11][C:12]2([C:15]3[CH:20]=[CH:19][CH:18]=[CH:17][CH:16]=3)[CH2:14][CH2:13]2)[C:5]([C:6]([NH2:8])=[O:7])=[CH:4][N:3]=1.[NH2:21][C:22]1[CH:27]=[CH:26][C:25]([N:28]2[CH2:33][CH2:32][N:31]([C:34](=[O:37])[CH2:35][CH3:36])[CH2:30][CH2:29]2)=[CH:24][CH:23]=1.C1C=CC(P(C2C(C3C(P(C4C=CC=CC=4)C4C=CC=CC=4)=CC=C4C=3C=CC=C4)=C3C(C=CC=C3)=CC=2)C2C=CC=CC=2)=CC=1.C([O-])([O-])=O.[Cs+].[Cs+], predict the reaction product. The product is: [C:15]1([C:12]2([NH:11][C:9]3[C:5]([C:6]([NH2:8])=[O:7])=[CH:4][N:3]=[C:2]([NH:21][C:22]4[CH:23]=[CH:24][C:25]([N:28]5[CH2:29][CH2:30][N:31]([C:34](=[O:37])[CH2:35][CH3:36])[CH2:32][CH2:33]5)=[CH:26][CH:27]=4)[CH:10]=3)[CH2:14][CH2:13]2)[CH:20]=[CH:19][CH:18]=[CH:17][CH:16]=1. (2) Given the reactants Cl[C:2](=[O:8])[C:3]([O:5][CH2:6][CH3:7])=[O:4].[N+:9]([C:12]1[CH:13]=[C:14]([NH:27][C:28]([C:30]2[C:31]([C:36]3[CH:41]=[CH:40][C:39]([C:42]([F:45])([F:44])[F:43])=[CH:38][CH:37]=3)=[CH:32][CH:33]=[CH:34][CH:35]=2)=[O:29])[CH:15]=[CH:16][C:17]=1[NH:18][CH2:19][CH2:20][C:21]1[CH:26]=[CH:25][CH:24]=[CH:23][N:22]=1)([O-:11])=[O:10].C(N(CC)CC)C.C(OCC)(=O)C, predict the reaction product. The product is: [N+:9]([C:12]1[CH:13]=[C:14]([NH:27][C:28]([C:30]2[CH:35]=[CH:34][CH:33]=[CH:32][C:31]=2[C:36]2[CH:41]=[CH:40][C:39]([C:42]([F:43])([F:44])[F:45])=[CH:38][CH:37]=2)=[O:29])[CH:15]=[CH:16][C:17]=1[N:18]([C:2](=[O:8])[C:3]([O:5][CH2:6][CH3:7])=[O:4])[CH2:19][CH2:20][C:21]1[CH:26]=[CH:25][CH:24]=[CH:23][N:22]=1)([O-:11])=[O:10]. (3) Given the reactants [CH2:1]([C:3]([C:7]1[CH2:11][CH:10]=[CH:9][CH:8]=1)([CH3:6])[CH2:4][CH3:5])[CH3:2].[CH3:12][C:13]([CH3:15])=O.N1CCCC1, predict the reaction product. The product is: [CH2:1]([C:3]([C:7]1[CH:11]=[CH:10][C:9](=[C:13]([CH3:15])[CH3:12])[CH:8]=1)([CH3:6])[CH2:4][CH3:5])[CH3:2]. (4) The product is: [C:25]([O:24][C:22]([N:14]([C:11]1[CH:10]=[CH:9][C:8]([O:7][CH3:6])=[CH:13][CH:12]=1)[CH2:15][CH2:16][C:17]([OH:19])=[O:18])=[O:23])([CH3:28])([CH3:27])[CH3:26]. Given the reactants C1COCC1.[CH3:6][O:7][C:8]1[CH:13]=[CH:12][C:11]([NH:14][CH2:15][CH2:16][C:17]([OH:19])=[O:18])=[CH:10][CH:9]=1.[OH-].[Na+].[C:22](O[C:22]([O:24][C:25]([CH3:28])([CH3:27])[CH3:26])=[O:23])([O:24][C:25]([CH3:28])([CH3:27])[CH3:26])=[O:23], predict the reaction product. (5) Given the reactants Br[C:2]1[CH:7]=[CH:6][C:5]([O:8][CH3:9])=[CH:4][CH:3]=1.ClC1C=CC(OC)=CC=1.IC1C=CC(OC)=CC=1.[CH3:28][NH:29][C:30]1[CH:35]=[CH:34][CH:33]=[CH:32][CH:31]=1.CC([O-])(C)C.[Na+], predict the reaction product. The product is: [CH3:9][O:8][C:5]1[CH:6]=[CH:7][C:2]([N:29]([CH3:28])[C:30]2[CH:35]=[CH:34][CH:33]=[CH:32][CH:31]=2)=[CH:3][CH:4]=1. (6) Given the reactants [CH2:1]([O:8][C:9]([NH:11][C@@H:12]([CH2:17][C:18]1[CH:23]=[CH:22][C:21]([OH:24])=[C:20]([CH:25]=[O:26])[CH:19]=1)[C:13]([O:15][CH3:16])=[O:14])=[O:10])[C:2]1[CH:7]=[CH:6][CH:5]=[CH:4][CH:3]=1.C(N(CC)CC)C.[P:34](Cl)([O:39][CH2:40][CH3:41])([O:36][CH2:37][CH3:38])=[O:35], predict the reaction product. The product is: [CH2:1]([O:8][C:9]([NH:11][C@@H:12]([CH2:17][C:18]1[CH:23]=[CH:22][C:21]([O:24][P:34]([O:39][CH2:40][CH3:41])([O:36][CH2:37][CH3:38])=[O:35])=[C:20]([CH:25]=[O:26])[CH:19]=1)[C:13]([O:15][CH3:16])=[O:14])=[O:10])[C:2]1[CH:7]=[CH:6][CH:5]=[CH:4][CH:3]=1. (7) Given the reactants [Cl:1][C:2]1[CH:7]=[CH:6][C:5]([Cl:8])=[CH:4][C:3]=1[S:9](Cl)(=[O:11])=[O:10].[NH2:13][C:14]1[CH:15]=[C:16]([C:20]2[NH:24][N:23]=[N:22][N:21]=2)[CH:17]=[CH:18][CH:19]=1, predict the reaction product. The product is: [Cl:1][C:2]1[CH:7]=[CH:6][C:5]([Cl:8])=[CH:4][C:3]=1[S:9]([NH:13][C:14]1[CH:19]=[CH:18][CH:17]=[C:16]([C:20]2[NH:24][N:23]=[N:22][N:21]=2)[CH:15]=1)(=[O:11])=[O:10]. (8) Given the reactants [NH2:1][C:2]1[CH:31]=[CH:30][C:5]([CH2:6][C:7]2[NH:15][C:14]3[C:13](=[O:16])[N:12]([CH2:17][C:18]4[CH:23]=[CH:22][CH:21]=[CH:20][C:19]=4[F:24])[C:11](=[O:25])[N:10]([CH2:26][CH2:27][CH2:28][CH3:29])[C:9]=3[N:8]=2)=[CH:4][CH:3]=1.[F:32][C:33]1[CH:38]=[C:37]([F:39])[CH:36]=[CH:35][C:34]=1[S:40](Cl)(=[O:42])=[O:41], predict the reaction product. The product is: [CH2:26]([N:10]1[C:9]2[N:8]=[C:7]([CH2:6][C:5]3[CH:4]=[CH:3][C:2]([NH:1][S:40]([C:34]4[CH:35]=[CH:36][C:37]([F:39])=[CH:38][C:33]=4[F:32])(=[O:42])=[O:41])=[CH:31][CH:30]=3)[NH:15][C:14]=2[C:13](=[O:16])[N:12]([CH2:17][C:18]2[CH:23]=[CH:22][CH:21]=[CH:20][C:19]=2[F:24])[C:11]1=[O:25])[CH2:27][CH2:28][CH3:29]. (9) Given the reactants [NH2:1][C:2]1[N:32]=[C:5]2[CH:6]=[CH:7][C:8]([O:10][C:11]3[CH:12]=[C:13]([NH:18][C:19](=[O:31])[C:20]4[CH:25]=[CH:24][CH:23]=[C:22]([C:26]([C:29]#[N:30])([CH3:28])[CH3:27])[CH:21]=4)[CH:14]=[CH:15][C:16]=3[CH3:17])=[CH:9][N:4]2[N:3]=1.C([O:36][CH2:37][C:38](Cl)=[O:39])(=O)C.C(=O)([O-])[O-].[K+].[K+].O, predict the reaction product. The product is: [C:29]([C:26]([C:22]1[CH:21]=[C:20]([CH:25]=[CH:24][CH:23]=1)[C:19]([NH:18][C:13]1[CH:14]=[CH:15][C:16]([CH3:17])=[C:11]([O:10][C:8]2[CH:7]=[CH:6][C:5]3[N:4]([N:3]=[C:2]([NH:1][C:37](=[O:36])[CH2:38][OH:39])[N:32]=3)[CH:9]=2)[CH:12]=1)=[O:31])([CH3:28])[CH3:27])#[N:30]. (10) Given the reactants [Cl:1][C:2]1[CH:7]=[C:6]([Cl:8])[CH:5]=[CH:4][C:3]=1[C:9]1[N:10]=[C:11]([CH2:30]C)[C:12]([NH:17][C@@H:18]2[C:26]3[C:21](=[CH:22][CH:23]=[CH:24][CH:25]=3)[CH2:20][C@@H:19]2[O:27][CH2:28]C)=[N:13][C:14]=1[CH2:15]C.ClC1C=C(Cl)C=CC=1C1N=C(C)C(N[C@@H]2C3C(=CC=CC=3)C[C@@H]2O)=NC=1C.CI, predict the reaction product. The product is: [Cl:1][C:2]1[CH:7]=[C:6]([Cl:8])[CH:5]=[CH:4][C:3]=1[C:9]1[N:10]=[C:11]([CH3:30])[C:12]([NH:17][C@@H:18]2[C:26]3[C:21](=[CH:22][CH:23]=[CH:24][CH:25]=3)[CH2:20][C@@H:19]2[O:27][CH3:28])=[N:13][C:14]=1[CH3:15].